Dataset: Forward reaction prediction with 1.9M reactions from USPTO patents (1976-2016). Task: Predict the product of the given reaction. (1) Given the reactants C([O:8][N:9]([CH2:12][C@@H:13]([CH2:17][CH2:18][CH2:19][CH3:20])[C:14](O)=[O:15])[CH:10]=[O:11])C1C=CC=CC=1.[F:21][C:22]1[C:35]([F:36])=[CH:34][C:25]2[NH:26][C:27]([C@@H:29]3[CH2:33][CH2:32][CH2:31][NH:30]3)=[N:28][C:24]=2[CH:23]=1, predict the reaction product. The product is: [F:21][C:22]1[C:35]([F:36])=[CH:34][C:25]2[NH:26][C:27]([C@@H:29]3[CH2:33][CH2:32][CH2:31][N:30]3[C:14]([C@H:13]([CH2:17][CH2:18][CH2:19][CH3:20])[CH2:12][N:9]([OH:8])[CH:10]=[O:11])=[O:15])=[N:28][C:24]=2[CH:23]=1. (2) Given the reactants Cl.[NH2:2][OH:3].C([O-])(=O)C.[Na+].[CH:9]1([C:15]([C:17]2[CH:22]=[CH:21][CH:20]=[CH:19][CH:18]=2)=O)[CH2:14][CH2:13][CH2:12][CH2:11][CH2:10]1, predict the reaction product. The product is: [CH:9]1([C:15]([C:17]2[CH:22]=[CH:21][CH:20]=[CH:19][CH:18]=2)=[N:2][OH:3])[CH2:14][CH2:13][CH2:12][CH2:11][CH2:10]1. (3) Given the reactants Cl.[F:2][C:3]1[CH:4]=[CH:5][C:6]([O:26][CH2:27][CH2:28][N:29]2[CH2:34][CH2:33][O:32][CH2:31][CH2:30]2)=[C:7]([C@H:9]2[CH2:13][CH2:12][CH2:11][N:10]2[C:14]2[CH:19]=[CH:18][N:17]3[N:20]=[CH:21][C:22]([C:23](O)=[O:24])=[C:16]3[N:15]=2)[CH:8]=1.[Cl-].[NH4+:36], predict the reaction product. The product is: [F:2][C:3]1[CH:4]=[CH:5][C:6]([O:26][CH2:27][CH2:28][N:29]2[CH2:34][CH2:33][O:32][CH2:31][CH2:30]2)=[C:7]([C@H:9]2[CH2:13][CH2:12][CH2:11][N:10]2[C:14]2[CH:19]=[CH:18][N:17]3[N:20]=[CH:21][C:22]([C:23]([NH2:36])=[O:24])=[C:16]3[N:15]=2)[CH:8]=1. (4) Given the reactants Cl[C:2]1[N:7]=[CH:6][C:5]([C:8]([NH:11][C:12](=[O:14])[CH3:13])([CH3:10])[CH3:9])=[CH:4][CH:3]=1.[Na+].[I-:16].Cl, predict the reaction product. The product is: [I:16][C:2]1[N:7]=[CH:6][C:5]([C:8]([NH:11][C:12](=[O:14])[CH3:13])([CH3:10])[CH3:9])=[CH:4][CH:3]=1. (5) Given the reactants C(N(CC)CC)C.[N:8]1[CH:13]=[CH:12][CH:11]=[C:10](/[CH:14]=[CH:15]/[C:16]([OH:18])=O)[CH:9]=1.C(Cl)(=O)C(C)(C)C.Br.[CH3:27][O:28][C:29]1[CH:30]=[C:31]([C:37](=[O:41])[CH2:38][NH:39][CH3:40])[CH:32]=[CH:33][C:34]=1[O:35][CH3:36], predict the reaction product. The product is: [CH3:27][O:28][C:29]1[CH:30]=[C:31]([C:37](=[O:41])[CH2:38][N:39]([CH3:40])[C:16](=[O:18])/[CH:15]=[CH:14]/[C:10]2[CH:9]=[N:8][CH:13]=[CH:12][CH:11]=2)[CH:32]=[CH:33][C:34]=1[O:35][CH3:36]. (6) The product is: [ClH:1].[NH2:12][C@H:4]1[C:5]2[C:10](=[CH:9][CH:8]=[CH:7][CH:6]=2)[CH2:11][C@@H:3]1[CH3:2]. Given the reactants [ClH:1].[CH3:2][C@H:3]1[CH2:11][C:10]2[C:5](=[CH:6][CH:7]=[CH:8][CH:9]=2)[C@@H:4]1[NH:12]C(=O)COC, predict the reaction product.